This data is from NCI-60 drug combinations with 297,098 pairs across 59 cell lines. The task is: Regression. Given two drug SMILES strings and cell line genomic features, predict the synergy score measuring deviation from expected non-interaction effect. (1) Drug 1: C1CCC(C1)C(CC#N)N2C=C(C=N2)C3=C4C=CNC4=NC=N3. Drug 2: CCC1(CC2CC(C3=C(CCN(C2)C1)C4=CC=CC=C4N3)(C5=C(C=C6C(=C5)C78CCN9C7C(C=CC9)(C(C(C8N6C=O)(C(=O)OC)O)OC(=O)C)CC)OC)C(=O)OC)O.OS(=O)(=O)O. Cell line: EKVX. Synergy scores: CSS=28.2, Synergy_ZIP=-0.541, Synergy_Bliss=0.429, Synergy_Loewe=-20.0, Synergy_HSA=0.958. (2) Drug 1: CN(C)N=NC1=C(NC=N1)C(=O)N. Drug 2: C1=CN(C(=O)N=C1N)C2C(C(C(O2)CO)O)O.Cl. Cell line: HCT-15. Synergy scores: CSS=18.9, Synergy_ZIP=-9.06, Synergy_Bliss=-1.56, Synergy_Loewe=-18.9, Synergy_HSA=-2.56. (3) Drug 1: C1=NC2=C(N=C(N=C2N1C3C(C(C(O3)CO)O)O)F)N. Drug 2: C1C(C(OC1N2C=NC3=C2NC=NCC3O)CO)O. Cell line: HL-60(TB). Synergy scores: CSS=56.5, Synergy_ZIP=1.50, Synergy_Bliss=-0.0975, Synergy_Loewe=-3.66, Synergy_HSA=-0.188. (4) Drug 1: CN(C)C1=NC(=NC(=N1)N(C)C)N(C)C. Drug 2: CC(C)NC(=O)C1=CC=C(C=C1)CNNC.Cl. Cell line: BT-549. Synergy scores: CSS=-2.03, Synergy_ZIP=1.72, Synergy_Bliss=3.76, Synergy_Loewe=-4.46, Synergy_HSA=-1.88.